Dataset: Forward reaction prediction with 1.9M reactions from USPTO patents (1976-2016). Task: Predict the product of the given reaction. (1) Given the reactants [CH3:1][C@:2]12[C@@:19]3([CH3:20])[C@@H:10]([C@:11]4([CH3:33])[C@@H:16]([CH2:17][CH2:18]3)[C:15]([CH3:22])([CH3:21])[C:14]([C:23]3[CH:32]=[CH:31][C:26]([C:27]([O:29]C)=[O:28])=[CH:25][CH:24]=3)=[CH:13][CH2:12]4)[CH2:9][CH2:8][C@@H:7]1[C@H:6]1[C@H:34]([C:37]([CH3:39])=[CH2:38])[CH2:35][CH2:36][C@:5]1([NH:40][CH2:41][CH2:42][N:43]1[CH2:48][CH2:47][NH:46][CH2:45][CH2:44]1)[CH2:4][CH2:3]2.[CH:49]1([C:54]([OH:56])=O)[CH2:53][CH2:52][CH2:51][CH2:50]1, predict the reaction product. The product is: [CH:49]1([C:54]([N:46]2[CH2:47][CH2:48][N:43]([CH2:42][CH2:41][NH:40][C@:5]34[CH2:36][CH2:35][C@@H:34]([C:37]([CH3:39])=[CH2:38])[C@@H:6]3[C@@H:7]3[C@@:2]([CH3:1])([CH2:3][CH2:4]4)[C@@:19]4([CH3:20])[C@@H:10]([C@:11]5([CH3:33])[C@@H:16]([CH2:17][CH2:18]4)[C:15]([CH3:22])([CH3:21])[C:14]([C:23]4[CH:24]=[CH:25][C:26]([C:27]([OH:29])=[O:28])=[CH:31][CH:32]=4)=[CH:13][CH2:12]5)[CH2:9][CH2:8]3)[CH2:44][CH2:45]2)=[O:56])[CH2:50][CH2:51][CH2:52][CH2:53]1. (2) The product is: [CH2:1]([O:8][C:9]([NH:11][C@H:12]([C:13]1[N:15]([C@@H:16]([CH3:21])[C:17]([O:19][CH3:20])=[O:18])[N:85]=[N:84][N:83]=1)[CH2:22][C:23]1[CH:28]=[CH:27][C:26]([O:29][C:30]([CH3:33])([CH3:32])[CH3:31])=[CH:25][CH:24]=1)=[O:10])[C:2]1[CH:7]=[CH:6][CH:5]=[CH:4][CH:3]=1. Given the reactants [CH2:1]([O:8][C:9]([NH:11][C@@H:12]([CH2:22][C:23]1[CH:28]=[CH:27][C:26]([O:29][C:30]([CH3:33])([CH3:32])[CH3:31])=[CH:25][CH:24]=1)[C:13]([NH:15][C@@H:16]([CH3:21])[C:17]([O:19][CH3:20])=[O:18])=O)=[O:10])[C:2]1[CH:7]=[CH:6][CH:5]=[CH:4][CH:3]=1.C1(P(C2C=CC=CC=2)C2C=CC=CN=2)C=CC=CC=1.N#N.CC(OC(/N=N/C(OC(C)C)=O)=O)C.C1(P([N:83]=[N+:84]=[N-:85])(C2C=CC=CC=2)=O)C=CC=CC=1, predict the reaction product. (3) Given the reactants [NH2:1]/[C:2](/[CH3:23])=[CH:3]\[C:4]([NH:6][C:7]1[CH:12]=[CH:11][C:10]([N:13]2[CH2:18][CH2:17][O:16][CH2:15][CH2:14]2)=[C:9]([C:19]([F:22])([F:21])[F:20])[CH:8]=1)=[O:5].[C:24](OCC)(OCC)(OCC)[CH3:25], predict the reaction product. The product is: [F:20][C:19]([F:22])([F:21])[C:9]1[CH:8]=[C:7]([N:6]2[C:4](=[O:5])[CH:3]=[C:2]([CH3:23])[N:1]=[C:24]2[CH3:25])[CH:12]=[CH:11][C:10]=1[N:13]1[CH2:14][CH2:15][O:16][CH2:17][CH2:18]1.